This data is from Catalyst prediction with 721,799 reactions and 888 catalyst types from USPTO. The task is: Predict which catalyst facilitates the given reaction. Reactant: [CH:1]([S:9]([O-:12])(=[O:11])=[O:10])=[CH:2][C:3]1[CH:8]=[CH:7][CH:6]=[CH:5][CH:4]=1.[Na+].N(C(C)(C)C#N)=NC(C)(C)C#N.[CH2:26]([C:29]([OH:38])([C:34]([F:37])([F:36])[F:35])[C:30]([F:33])([F:32])[F:31])[CH:27]=[CH2:28]. Product: [CH:1]([S:9]([OH:12])(=[O:10])=[O:11])=[CH:2][C:3]1[CH:8]=[CH:7][CH:6]=[CH:5][CH:4]=1.[CH2:26]([C:29]([OH:38])([C:30]([F:32])([F:33])[F:31])[C:34]([F:35])([F:36])[F:37])[CH:27]=[CH2:28]. The catalyst class is: 16.